This data is from NCI-60 drug combinations with 297,098 pairs across 59 cell lines. The task is: Regression. Given two drug SMILES strings and cell line genomic features, predict the synergy score measuring deviation from expected non-interaction effect. (1) Drug 1: C1=CN(C(=O)N=C1N)C2C(C(C(O2)CO)O)O.Cl. Drug 2: CC1=C2C(C(=O)C3(C(CC4C(C3C(C(C2(C)C)(CC1OC(=O)C(C(C5=CC=CC=C5)NC(=O)OC(C)(C)C)O)O)OC(=O)C6=CC=CC=C6)(CO4)OC(=O)C)O)C)O. Cell line: HCC-2998. Synergy scores: CSS=38.0, Synergy_ZIP=-3.08, Synergy_Bliss=-5.13, Synergy_Loewe=-2.10, Synergy_HSA=0.366. (2) Drug 1: C1=CC=C(C(=C1)C(C2=CC=C(C=C2)Cl)C(Cl)Cl)Cl. Drug 2: C1CNP(=O)(OC1)N(CCCl)CCCl. Cell line: EKVX. Synergy scores: CSS=-1.28, Synergy_ZIP=-1.29, Synergy_Bliss=-6.33, Synergy_Loewe=-2.95, Synergy_HSA=-5.24. (3) Drug 1: C1=NC2=C(N1)C(=S)N=C(N2)N. Drug 2: C(=O)(N)NO. Cell line: EKVX. Synergy scores: CSS=23.4, Synergy_ZIP=-3.24, Synergy_Bliss=-5.95, Synergy_Loewe=-40.8, Synergy_HSA=-8.20. (4) Drug 1: C1=C(C(=O)NC(=O)N1)N(CCCl)CCCl. Drug 2: C1CN(P(=O)(OC1)NCCCl)CCCl. Cell line: NCI-H522. Synergy scores: CSS=22.3, Synergy_ZIP=-4.73, Synergy_Bliss=-3.22, Synergy_Loewe=-14.5, Synergy_HSA=-2.57. (5) Drug 1: CC1=C2C(C(=O)C3(C(CC4C(C3C(C(C2(C)C)(CC1OC(=O)C(C(C5=CC=CC=C5)NC(=O)OC(C)(C)C)O)O)OC(=O)C6=CC=CC=C6)(CO4)OC(=O)C)OC)C)OC. Drug 2: C1=NC2=C(N1)C(=S)N=C(N2)N. Cell line: SK-MEL-5. Synergy scores: CSS=27.4, Synergy_ZIP=-8.23, Synergy_Bliss=-12.7, Synergy_Loewe=-11.5, Synergy_HSA=-8.88. (6) Drug 1: CC1=C(C=C(C=C1)C(=O)NC2=CC(=CC(=C2)C(F)(F)F)N3C=C(N=C3)C)NC4=NC=CC(=N4)C5=CN=CC=C5. Drug 2: CC12CCC3C(C1CCC2O)C(CC4=C3C=CC(=C4)O)CCCCCCCCCS(=O)CCCC(C(F)(F)F)(F)F. Cell line: SR. Synergy scores: CSS=5.76, Synergy_ZIP=-4.91, Synergy_Bliss=-13.6, Synergy_Loewe=3.15, Synergy_HSA=-9.74. (7) Drug 1: CC1=C2C(C(=O)C3(C(CC4C(C3C(C(C2(C)C)(CC1OC(=O)C(C(C5=CC=CC=C5)NC(=O)OC(C)(C)C)O)O)OC(=O)C6=CC=CC=C6)(CO4)OC(=O)C)OC)C)OC. Drug 2: CC12CCC3C(C1CCC2=O)CC(=C)C4=CC(=O)C=CC34C. Cell line: HCT-15. Synergy scores: CSS=87.0, Synergy_ZIP=15.0, Synergy_Bliss=14.6, Synergy_Loewe=10.9, Synergy_HSA=17.0.